From a dataset of Forward reaction prediction with 1.9M reactions from USPTO patents (1976-2016). Predict the product of the given reaction. (1) The product is: [CH3:1][O:2][C:3](=[O:25])[C@H:4]([CH2:21][CH2:22][S:23][CH3:24])[NH:5][C:6](=[O:20])[C:7]1[CH:12]=[CH:11][C:10]([S:13][C:32]([NH:31][C:27]2[S:26][CH:30]=[CH:29][N:28]=2)=[O:33])=[CH:9][C:8]=1[C:14]1[CH:15]=[CH:16][CH:17]=[CH:18][CH:19]=1. Given the reactants [CH3:1][O:2][C:3](=[O:25])[C@H:4]([CH2:21][CH2:22][S:23][CH3:24])[NH:5][C:6](=[O:20])[C:7]1[CH:12]=[CH:11][C:10]([SH:13])=[CH:9][C:8]=1[C:14]1[CH:19]=[CH:18][CH:17]=[CH:16][CH:15]=1.[S:26]1[CH:30]=[CH:29][N:28]=[C:27]1[N:31]=[C:32]=[O:33], predict the reaction product. (2) Given the reactants CS(O[CH:6]([CH3:29])[CH2:7][O:8][C@H:9]1[CH2:14][CH2:13][C@H:12]([C:15]2[O:16][C:17]3[CH:23]=[C:22]([O:24][CH2:25][CH:26]4[CH2:28][CH2:27]4)[CH:21]=[CH:20][C:18]=3[N:19]=2)[CH2:11][CH2:10]1)(=O)=O.[N-:30]=[N+:31]=[N-:32].[Na+], predict the reaction product. The product is: [N:30]([CH:6]([CH3:29])[CH2:7][O:8][C@H:9]1[CH2:14][CH2:13][C@H:12]([C:15]2[O:16][C:17]3[CH:23]=[C:22]([O:24][CH2:25][CH:26]4[CH2:28][CH2:27]4)[CH:21]=[CH:20][C:18]=3[N:19]=2)[CH2:11][CH2:10]1)=[N+:31]=[N-:32].